From a dataset of NCI-60 drug combinations with 297,098 pairs across 59 cell lines. Regression. Given two drug SMILES strings and cell line genomic features, predict the synergy score measuring deviation from expected non-interaction effect. (1) Drug 1: CC(CN1CC(=O)NC(=O)C1)N2CC(=O)NC(=O)C2. Drug 2: CC1C(C(CC(O1)OC2CC(CC3=C2C(=C4C(=C3O)C(=O)C5=C(C4=O)C(=CC=C5)OC)O)(C(=O)C)O)N)O.Cl. Cell line: OVCAR3. Synergy scores: CSS=37.0, Synergy_ZIP=-2.22, Synergy_Bliss=3.76, Synergy_Loewe=-4.50, Synergy_HSA=4.69. (2) Drug 1: CC1C(C(=O)NC(C(=O)N2CCCC2C(=O)N(CC(=O)N(C(C(=O)O1)C(C)C)C)C)C(C)C)NC(=O)C3=C4C(=C(C=C3)C)OC5=C(C(=O)C(=C(C5=N4)C(=O)NC6C(OC(=O)C(N(C(=O)CN(C(=O)C7CCCN7C(=O)C(NC6=O)C(C)C)C)C)C(C)C)C)N)C. Drug 2: CC1C(C(CC(O1)OC2CC(OC(C2O)C)OC3=CC4=CC5=C(C(=O)C(C(C5)C(C(=O)C(C(C)O)O)OC)OC6CC(C(C(O6)C)O)OC7CC(C(C(O7)C)O)OC8CC(C(C(O8)C)O)(C)O)C(=C4C(=C3C)O)O)O)O. Cell line: SF-268. Synergy scores: CSS=36.7, Synergy_ZIP=-1.69, Synergy_Bliss=0.153, Synergy_Loewe=-2.87, Synergy_HSA=1.45.